Task: Regression/Classification. Given a drug SMILES string, predict its toxicity properties. Task type varies by dataset: regression for continuous values (e.g., LD50, hERG inhibition percentage) or binary classification for toxic/non-toxic outcomes (e.g., AMES mutagenicity, cardiotoxicity, hepatotoxicity). Dataset: ld50_zhu.. Dataset: Acute oral toxicity (LD50) regression data from Zhu et al. (1) The compound is OC(c1ccccc1)(c1ccccc1)C1CCCCN1. The rat oral LD50 is 3.17, given as -log10 of the dose in mol/kg body weight (higher means more acutely toxic). (2) The drug is C1CCC(OC2CCCC2)C1. The rat oral LD50 is 2.52, given as -log10 of the dose in mol/kg body weight (higher means more acutely toxic). (3) The compound is CC(=O)c1cc2c(cc1C)C(C)(C)C(C)C2C(C)C. The rat oral LD50 is 2.07, given as -log10 of the dose in mol/kg body weight (higher means more acutely toxic).